From a dataset of Reaction yield outcomes from USPTO patents with 853,638 reactions. Predict the reaction yield, written as a fraction of the theoretical maximum amount of product (1.0 means a 100% yield; for example, 0.34 means a 34% yield). (1) The reactants are [CH3:1][C:2]1([CH3:31])[CH2:10][C:9]2[N:8]([C:11]3[CH:18]=[CH:17][C:14]([C:15]#[N:16])=[C:13]([NH:19][CH:20]4[CH2:25][CH2:24][O:23][CH2:22][CH2:21]4)[CH:12]=3)[N:7]=[C:6]([C:26]([F:29])([F:28])[F:27])[C:5]=2[C:4](=[O:30])[CH2:3]1.[OH-:32].[Na+].OO. The catalyst is C(O)C.CS(C)=O.O. The product is [CH3:1][C:2]1([CH3:31])[CH2:10][C:9]2[N:8]([C:11]3[CH:18]=[CH:17][C:14]([C:15]([NH2:16])=[O:32])=[C:13]([NH:19][CH:20]4[CH2:25][CH2:24][O:23][CH2:22][CH2:21]4)[CH:12]=3)[N:7]=[C:6]([C:26]([F:28])([F:29])[F:27])[C:5]=2[C:4](=[O:30])[CH2:3]1. The yield is 0.980. (2) The reactants are [C:1]([C:3]1[CH:15]=[C:14]2[C:6]([C:7]3[C:8](=[O:35])[C:9]4[CH:21]=[CH:20][C:19]([O:22][CH2:23][C:24]([NH:26][CH2:27][CH2:28][O:29]C(=O)C(C)=C)=[O:25])=[CH:18][C:10]=4[C:11]([CH3:17])([CH3:16])[C:12]=3[NH:13]2)=[CH:5][CH:4]=1)#[N:2].[OH-].[K+]. The catalyst is CO.O. The product is [C:1]([C:3]1[CH:15]=[C:14]2[C:6]([C:7]3[C:8](=[O:35])[C:9]4[CH:21]=[CH:20][C:19]([O:22][CH2:23][C:24]([NH:26][CH2:27][CH2:28][OH:29])=[O:25])=[CH:18][C:10]=4[C:11]([CH3:17])([CH3:16])[C:12]=3[NH:13]2)=[CH:5][CH:4]=1)#[N:2]. The yield is 0.260. (3) The reactants are Br[CH2:2][C:3]([CH:5]1[CH2:10][CH2:9][N:8]([C:11]([O:13][CH2:14][C:15]2[CH:20]=[CH:19][CH:18]=[CH:17][CH:16]=2)=[O:12])[CH2:7][CH2:6]1)=[O:4].[C:21]([O:26][CH2:27][CH3:28])(=[O:25])[C:22]#[C:23][CH3:24].[N:29]1[CH:34]=[CH:33][N:32]=[CH:31][CH:30]=1.C(=O)([O-])[O-].[K+].[K+]. The catalyst is CS(C)=O. The product is [CH2:14]([O:13][C:11]([N:8]1[CH2:9][CH2:10][CH:5]([C:3]([C:2]2[N:29]3[CH:34]=[CH:33][N:32]=[CH:31][C:30]3=[C:22]([C:21]([O:26][CH2:27][CH3:28])=[O:25])[C:23]=2[CH3:24])=[O:4])[CH2:6][CH2:7]1)=[O:12])[C:15]1[CH:20]=[CH:19][CH:18]=[CH:17][CH:16]=1. The yield is 0.0730. (4) The reactants are FC(F)(F)C(O)=O.C([O:12][C:13](=[O:35])[CH:14]([CH2:18][S:19]([N:22]1[CH2:27][CH2:26][N:25]([C:28]2[CH:33]=[CH:32][C:31]([Br:34])=[CH:30][CH:29]=2)[CH2:24][CH2:23]1)(=[O:21])=[O:20])[CH:15]([CH3:17])[CH3:16])(C)(C)C. The catalyst is ClCCl. The product is [Br:34][C:31]1[CH:32]=[CH:33][C:28]([N:25]2[CH2:26][CH2:27][N:22]([S:19]([CH2:18][CH:14]([CH:15]([CH3:17])[CH3:16])[C:13]([OH:35])=[O:12])(=[O:21])=[O:20])[CH2:23][CH2:24]2)=[CH:29][CH:30]=1. The yield is 0.790. (5) The reactants are [CH:1]([C:3]([CH3:5])=[O:4])=[CH2:2].C([C:8]1[CH:9]=[C:10]([CH:14]=[CH:15][CH:16]=1)[C:11]([O-:13])=[O:12])=O.[CH2:17](N(CC)CC)C.[CH2:24]([OH:26])C. The catalyst is [Br-].C([N+]1C(C)=C(CCO)SC=1)C. The product is [CH3:17][O:13][C:11](=[O:12])[C:10]1[CH:9]=[CH:8][CH:16]=[CH:15][C:14]=1[C:24](=[O:26])[CH2:2][CH2:1][C:3](=[O:4])[CH3:5]. The yield is 0.890. (6) The reactants are [C:1]([C:3]1[CH:8]=[CH:7][C:6]([CH:9]([CH3:13])[C:10]([OH:12])=O)=[CH:5][C:4]=1[O:14][CH3:15])#[N:2].[CH3:16][CH:17]1[CH2:22][CH2:21][N:20]([C:23]2[C:28]([CH2:29][NH2:30])=[CH:27][CH:26]=[C:25]([C:31]([F:34])([F:33])[F:32])[N:24]=2)[CH2:19][CH2:18]1.CN(C)CCCN=C=NCC.ON1C2C=CC=CC=2N=N1.C(N(CC)CC)C. The catalyst is C(#N)C.C(OCC)(=O)C. The product is [C:1]([C:3]1[CH:8]=[CH:7][C:6]([CH:9]([CH3:13])[C:10]([NH:30][CH2:29][C:28]2[C:23]([N:20]3[CH2:21][CH2:22][CH:17]([CH3:16])[CH2:18][CH2:19]3)=[N:24][C:25]([C:31]([F:34])([F:32])[F:33])=[CH:26][CH:27]=2)=[O:12])=[CH:5][C:4]=1[O:14][CH3:15])#[N:2]. The yield is 0.990. (7) The reactants are Br[CH2:2][C:3]1[CH:10]=[CH:9][C:6]([C:7]#[N:8])=[CH:5][C:4]=1[N+:11]([O-:13])=[O:12].[NH:14]1[CH2:18][CH2:17][CH2:16][CH2:15]1.C(N(CC)CC)C. The catalyst is C(Cl)Cl. The product is [N+:11]([C:4]1[CH:5]=[C:6]([CH:9]=[CH:10][C:3]=1[CH2:2][N:14]1[CH2:18][CH2:17][CH2:16][CH2:15]1)[C:7]#[N:8])([O-:13])=[O:12]. The yield is 0.450. (8) The reactants are [CH3:1][C:2]1[N:3]([S:9]([C:12]2[CH:17]=[CH:16][CH:15]=[CH:14][CH:13]=2)(=[O:11])=[O:10])[CH:4]=[CH:5][C:6]=1[CH2:7][OH:8].CS(C)=O.C(=O)([O-])O.[Na+]. The catalyst is C(N(CC)CC)C. The product is [CH3:1][C:2]1[N:3]([S:9]([C:12]2[CH:17]=[CH:16][CH:15]=[CH:14][CH:13]=2)(=[O:10])=[O:11])[CH:4]=[CH:5][C:6]=1[CH:7]=[O:8]. The yield is 0.840. (9) The reactants are [CH:1]([Mg]Br)=[CH2:2].[C:5]([O:9][C:10](=[O:22])[NH:11][C@:12]([C:16](=[O:21])N(OC)C)(C)[CH2:13][CH3:14])([CH3:8])([CH3:7])[CH3:6].O1CCC[CH2:24]1. No catalyst specified. The product is [C:5]([O:9][C:10](=[O:22])[NH:11][C@H:12]([CH:13]([CH3:14])[CH3:24])[C:16](=[O:21])[CH:1]=[CH2:2])([CH3:6])([CH3:7])[CH3:8]. The yield is 0.640.